This data is from Peptide-MHC class I binding affinity with 185,985 pairs from IEDB/IMGT. The task is: Regression. Given a peptide amino acid sequence and an MHC pseudo amino acid sequence, predict their binding affinity value. This is MHC class I binding data. The peptide sequence is RMLPKLAEF. The MHC is HLA-C06:02 with pseudo-sequence HLA-C06:02. The binding affinity (normalized) is 0.0847.